Dataset: Forward reaction prediction with 1.9M reactions from USPTO patents (1976-2016). Task: Predict the product of the given reaction. (1) The product is: [CH2:13]([O:12][C:11]([NH:10][C@H:7]1[CH2:8][CH2:9][N:4]([C:1]2[O:3][C:24]([C:25]([O:27][CH2:28][CH3:29])=[O:26])=[C:30]([CH3:32])[N:2]=2)[CH2:5][C@H:6]1[O:21][CH3:22])=[O:20])[C:14]1[CH:15]=[CH:16][CH:17]=[CH:18][CH:19]=1. Given the reactants [C:1]([N:4]1[CH2:9][CH2:8][C@H:7]([NH:10][C:11](=[O:20])[O:12][CH2:13][C:14]2[CH:19]=[CH:18][CH:17]=[CH:16][CH:15]=2)[C@H:6]([O:21][CH3:22])[CH2:5]1)(=[O:3])[NH2:2].Cl[CH:24]([C:30]([CH3:32])=O)[C:25]([O:27][CH2:28][CH3:29])=[O:26].C(=O)(O)[O-].[Na+], predict the reaction product. (2) Given the reactants FC(F)(F)C(O)=O.[Cl:8][C:9]1[C:10]([NH:31][C@@H:32]2[C@@H:37]3[CH2:38][C@@H:34]([CH:35]=[CH:36]3)[C@@H:33]2[C:39]([NH2:41])=[O:40])=[C:11]2[N:17]=[C:16]([C:18]3[CH:23]=C[C:21]([CH2:24][N:25]4[CH2:30]COC[CH2:26]4)=[CH:20][CH:19]=3)[NH:15][C:12]2=[N:13][CH:14]=1.NC1C(N)=C(N[C@@H]2[C@@H]3C[C@@H](C=C3)[C@@H]2C(N)=O)C(Cl)=CN=1.CN(C)C1C=C(C=CC=1)C=O, predict the reaction product. The product is: [Cl:8][C:9]1[C:10]([NH:31][C@@H:32]2[C@@H:37]3[CH2:38][C@@H:34]([CH:35]=[CH:36]3)[C@@H:33]2[C:39]([NH2:41])=[O:40])=[C:11]2[N:17]=[C:16]([C:18]3[CH:19]=[CH:20][CH:21]=[C:24]([N:25]([CH3:30])[CH3:26])[CH:23]=3)[NH:15][C:12]2=[N:13][CH:14]=1. (3) Given the reactants [C:1]([C:3]1[CH:4]=[C:5]([CH:10]=[CH:11][C:12]=1[OH:13])[C:6]([O:8][CH3:9])=[O:7])#[N:2].[Cl:14]N1C(=O)CCC1=O.Cl.C(OCC)(=O)C, predict the reaction product. The product is: [Cl:14][C:11]1[CH:10]=[C:5]([CH:4]=[C:3]([C:1]#[N:2])[C:12]=1[OH:13])[C:6]([O:8][CH3:9])=[O:7]. (4) Given the reactants [B:10]1([B:10]2[O:14][C:13]([CH3:16])([CH3:15])[C:12]([CH3:18])([CH3:17])[O:11]2)[O:14][C:13]([CH3:16])([CH3:15])[C:12]([CH3:18])([CH3:17])[O:11]1.CC([O-])=O.[K+].Br[C:25]1[CH:30]=[CH:29][C:28]([S:31][CH3:32])=[CH:27][C:26]=1[F:33], predict the reaction product. The product is: [F:33][C:26]1[CH:27]=[C:28]([S:31][CH3:32])[CH:29]=[CH:30][C:25]=1[B:10]1[O:11][C:12]([CH3:17])([CH3:18])[C:13]([CH3:15])([CH3:16])[O:14]1. (5) Given the reactants [CH3:1][C:2]1[NH:6][N:5]=[C:4]([NH2:7])[CH:3]=1.C(N(CC)CC)C.[Cl:15][C:16]1[N:21]=[C:20](Cl)[C:19]([F:23])=[CH:18][N:17]=1, predict the reaction product. The product is: [Cl:15][C:16]1[N:21]=[C:20]([NH:7][C:4]2[CH:3]=[C:2]([CH3:1])[NH:6][N:5]=2)[C:19]([F:23])=[CH:18][N:17]=1.